From a dataset of Full USPTO retrosynthesis dataset with 1.9M reactions from patents (1976-2016). Predict the reactants needed to synthesize the given product. Given the product [OH:1][C:2]1[CH:7]=[CH:6][C:5]([CH2:8][CH2:9][C:10]2[CH:15]=[CH:14][N:13]=[C:12]3[NH:16][N:17]=[C:18]([O:19][C@@H:34]4[O:35][C@H:36]([CH2:53][O:54][C:55](=[O:60])[C:56]([CH3:59])([CH3:58])[CH3:57])[C@@H:37]([O:46][C:47](=[O:52])[C:48]([CH3:49])([CH3:50])[CH3:51])[C@H:38]([O:39][C:40](=[O:45])[C:41]([CH3:42])([CH3:43])[CH3:44])[C@H:33]4[O:32][C:26](=[O:31])[C:27]([CH3:30])([CH3:28])[CH3:29])[C:11]=23)=[CH:4][CH:3]=1, predict the reactants needed to synthesize it. The reactants are: [OH:1][C:2]1[CH:7]=[CH:6][C:5]([CH2:8][CH2:9][C:10]2[CH:15]=[CH:14][N:13]=[C:12]3[NH:16][N:17]=[C:18]([OH:19])[C:11]=23)=[CH:4][CH:3]=1.C(=O)([O-])[O-].[K+].[K+].[C:26]([O:32][C@@H:33]1[C@@H:38]([O:39][C:40](=[O:45])[C:41]([CH3:44])([CH3:43])[CH3:42])[C@H:37]([O:46][C:47](=[O:52])[C:48]([CH3:51])([CH3:50])[CH3:49])[C@@H:36]([CH2:53][O:54][C:55](=[O:60])[C:56]([CH3:59])([CH3:58])[CH3:57])[O:35][C@@H:34]1Br)(=[O:31])[C:27]([CH3:30])([CH3:29])[CH3:28].O.